Dataset: NCI-60 drug combinations with 297,098 pairs across 59 cell lines. Task: Regression. Given two drug SMILES strings and cell line genomic features, predict the synergy score measuring deviation from expected non-interaction effect. (1) Drug 1: CCC1=CC2CC(C3=C(CN(C2)C1)C4=CC=CC=C4N3)(C5=C(C=C6C(=C5)C78CCN9C7C(C=CC9)(C(C(C8N6C)(C(=O)OC)O)OC(=O)C)CC)OC)C(=O)OC.C(C(C(=O)O)O)(C(=O)O)O. Drug 2: C1=C(C(=O)NC(=O)N1)F. Cell line: MDA-MB-231. Synergy scores: CSS=38.3, Synergy_ZIP=-9.79, Synergy_Bliss=-3.64, Synergy_Loewe=-14.4, Synergy_HSA=1.54. (2) Drug 1: C1=CC(=CC=C1CCC2=CNC3=C2C(=O)NC(=N3)N)C(=O)NC(CCC(=O)O)C(=O)O. Drug 2: CC1=C(C(=O)C2=C(C1=O)N3CC4C(C3(C2COC(=O)N)OC)N4)N. Cell line: SF-268. Synergy scores: CSS=51.2, Synergy_ZIP=15.6, Synergy_Bliss=15.5, Synergy_Loewe=15.7, Synergy_HSA=16.6. (3) Drug 1: C1C(C(OC1N2C=C(C(=O)NC2=O)F)CO)O. Drug 2: C1CCC(C(C1)N)N.C(=O)(C(=O)[O-])[O-].[Pt+4]. Cell line: A549. Synergy scores: CSS=52.9, Synergy_ZIP=1.79, Synergy_Bliss=0.746, Synergy_Loewe=-12.5, Synergy_HSA=4.60. (4) Drug 1: CCN(CC)CCCC(C)NC1=C2C=C(C=CC2=NC3=C1C=CC(=C3)Cl)OC. Drug 2: CC1=C(C(=O)C2=C(C1=O)N3CC4C(C3(C2COC(=O)N)OC)N4)N. Cell line: UO-31. Synergy scores: CSS=6.84, Synergy_ZIP=-3.06, Synergy_Bliss=-1.85, Synergy_Loewe=-4.23, Synergy_HSA=-4.20. (5) Drug 1: CC(CN1CC(=O)NC(=O)C1)N2CC(=O)NC(=O)C2. Drug 2: CC12CCC3C(C1CCC2OP(=O)(O)O)CCC4=C3C=CC(=C4)OC(=O)N(CCCl)CCCl.[Na+]. Cell line: UACC-257. Synergy scores: CSS=1.64, Synergy_ZIP=-5.59, Synergy_Bliss=-9.36, Synergy_Loewe=-19.8, Synergy_HSA=-9.70. (6) Drug 1: COC1=CC(=CC(=C1O)OC)C2C3C(COC3=O)C(C4=CC5=C(C=C24)OCO5)OC6C(C(C7C(O6)COC(O7)C8=CC=CS8)O)O. Drug 2: CC12CCC3C(C1CCC2O)C(CC4=C3C=CC(=C4)O)CCCCCCCCCS(=O)CCCC(C(F)(F)F)(F)F. Cell line: CAKI-1. Synergy scores: CSS=39.6, Synergy_ZIP=-3.84, Synergy_Bliss=-6.94, Synergy_Loewe=-21.5, Synergy_HSA=-4.40. (7) Drug 1: C1CCC(C1)C(CC#N)N2C=C(C=N2)C3=C4C=CNC4=NC=N3. Drug 2: C1CC(C1)(C(=O)O)C(=O)O.[NH2-].[NH2-].[Pt+2]. Cell line: EKVX. Synergy scores: CSS=6.35, Synergy_ZIP=-3.93, Synergy_Bliss=-0.605, Synergy_Loewe=-9.30, Synergy_HSA=-0.193.